Task: Predict the reactants needed to synthesize the given product.. Dataset: Full USPTO retrosynthesis dataset with 1.9M reactions from patents (1976-2016) (1) Given the product [ClH:37].[N:28]1([C:27]2[C:21]3[CH:20]=[C:19]([N:13]([C:14](=[O:18])[CH:15]=[CH:16][CH3:17])[CH2:12][CH2:11][O:10][C:7]4[CH:6]=[CH:5][C:4]([C:3]([NH:33][OH:34])=[O:32])=[CH:9][CH:8]=4)[O:23][C:22]=3[CH:24]=[CH:25][CH:26]=2)[CH2:29][CH2:30][CH2:31]1, predict the reactants needed to synthesize it. The reactants are: CO[C:3](=[O:32])[C:4]1[CH:9]=[CH:8][C:7]([O:10][CH2:11][CH2:12][N:13]([C:19]2[O:23][C:22]3[CH:24]=[CH:25][CH:26]=[C:27]([N:28]4[CH2:31][CH2:30][CH2:29]4)[C:21]=3[CH:20]=2)[C:14](=[O:18])[CH:15]=[CH:16][CH3:17])=[CH:6][CH:5]=1.[NH2:33][OH:34].CO.[ClH:37]. (2) Given the product [Cl:45][C:13]1[CH:15]=[C:16]([F:32])[C:17]([N:19]2[C:24](=[O:25])[CH:23]=[C:22]([C:26]([F:29])([F:28])[F:27])[N:21]([CH3:30])[C:20]2=[O:31])=[CH:18][C:12]=1[O:11][C:10]1[CH:33]=[CH:34][CH:35]=[CH:36][C:9]=1[O:8][CH2:1][C:2]1[CH:7]=[CH:6][CH:5]=[CH:4][CH:3]=1, predict the reactants needed to synthesize it. The reactants are: [CH2:1]([O:8][C:9]1[CH:36]=[CH:35][CH:34]=[CH:33][C:10]=1[O:11][C:12]1[CH:18]=[C:17]([N:19]2[C:24](=[O:25])[CH:23]=[C:22]([C:26]([F:29])([F:28])[F:27])[N:21]([CH3:30])[C:20]2=[O:31])[C:16]([F:32])=[CH:15][C:13]=1N)[C:2]1[CH:7]=[CH:6][CH:5]=[CH:4][CH:3]=1.N(OCCC(C)C)=O.[ClH:45]. (3) Given the product [ClH:15].[ClH:15].[F:2][CH2:3][CH2:4][N:5]1[CH:13]=[C:12]([CH2:11][CH2:10][NH2:9])[N:7]=[CH:6]1, predict the reactants needed to synthesize it. The reactants are: [Br-].[F:2][CH2:3][CH2:4][N+:5]1[CH:13]=[C:12]2[N:7](C(=O)[NH:9][CH2:10][CH2:11]2)[CH:6]=1.[ClH:15]. (4) Given the product [CH3:33][N:15]([S:16]([C:19]1[CH:24]=[C:23]([C:25]([F:28])([F:27])[F:26])[CH:22]=[C:21]([C:29]2([CH3:32])[CH2:31][CH2:30]2)[CH:20]=1)(=[O:18])=[O:17])[C@@H:10]1[CH2:11][CH2:12][CH2:13][C:14]2[N:6]([CH2:5][C:4]([OH:34])=[O:3])[N:7]=[CH:8][C:9]1=2, predict the reactants needed to synthesize it. The reactants are: C([O:3][C:4](=[O:34])[CH2:5][N:6]1[C:14]2[CH2:13][CH2:12][CH2:11][C@@H:10]([N:15]([CH3:33])[S:16]([C:19]3[CH:24]=[C:23]([C:25]([F:28])([F:27])[F:26])[CH:22]=[C:21]([C:29]4([CH3:32])[CH2:31][CH2:30]4)[CH:20]=3)(=[O:18])=[O:17])[C:9]=2[CH:8]=[N:7]1)C. (5) The reactants are: [O:1]1[CH2:4][CH:3]([N:5]2[CH2:10][CH2:9][N:8]([C:11]3[CH:16]=[CH:15][C:14]([N:17]([C:25]4[C:26]5[N:27]([CH:44]=[CH:45][N:46]=5)[CH:28]=[C:29]([Sn](CCCC)(CCCC)CCCC)[N:30]=4)[C:18](=[O:24])[O:19][C:20]([CH3:23])([CH3:22])[CH3:21])=[CH:13][CH:12]=3)[CH2:7][CH2:6]2)[CH2:2]1.[C:47]([O:51][C:52]([N:54]([C:62]([O:64][C:65]([CH3:68])([CH3:67])[CH3:66])=[O:63])[C:55]1[CH:60]=[N:59][CH:58]=[C:57](Br)[N:56]=1)=[O:53])([CH3:50])([CH3:49])[CH3:48]. Given the product [C:47]([O:51][C:52]([N:54]([C:62]([O:64][C:65]([CH3:68])([CH3:67])[CH3:66])=[O:63])[C:55]1[N:56]=[C:57]([C:29]2[N:30]=[C:25]([N:17]([C:14]3[CH:13]=[CH:12][C:11]([N:8]4[CH2:7][CH2:6][N:5]([CH:3]5[CH2:2][O:1][CH2:4]5)[CH2:10][CH2:9]4)=[CH:16][CH:15]=3)[C:18](=[O:24])[O:19][C:20]([CH3:22])([CH3:21])[CH3:23])[C:26]3[N:46]([CH:45]=[CH:44][N:27]=3)[CH:28]=2)[CH:58]=[N:59][CH:60]=1)=[O:53])([CH3:50])([CH3:49])[CH3:48], predict the reactants needed to synthesize it. (6) Given the product [C:26]([C@@H:22]1[CH2:23][CH2:24][CH2:25][N:21]1[C:19]([C@@H:8]1[C@H:7]2[CH2:11][C@H:10]([C@H:5]([O:4][CH2:1][C:2](=[O:31])[CH3:3])[CH2:6]2)[N:9]1[C:12]([O:14][C:15]([CH3:18])([CH3:17])[CH3:16])=[O:13])=[O:20])#[N:27], predict the reactants needed to synthesize it. The reactants are: [CH2:1]([O:4][C@H:5]1[C@H:10]2[CH2:11][C@H:7]([C@@H:8]([C:19]([N:21]3[CH2:25][CH2:24][CH2:23][C@H:22]3[C:26]#[N:27])=[O:20])[N:9]2[C:12]([O:14][C:15]([CH3:18])([CH3:17])[CH3:16])=[O:13])[CH2:6]1)[CH:2]=[CH2:3].CN(C)C=[O:31]. (7) Given the product [ClH:35].[NH2:8][C@@H:9]1[CH2:13][CH2:12][N:11]([C:14]2[N:23]=[C:22]3[C:17]([C:18](=[O:33])[C:19]([C:28]([OH:30])=[O:29])=[CH:20][NH:21]3)=[CH:16][C:15]=2[F:34])[CH2:10]1, predict the reactants needed to synthesize it. The reactants are: C(OC([NH:8][C@@H:9]1[CH2:13][CH2:12][N:11]([C:14]2[N:23]=[C:22]3[C:17]([C:18](=[O:33])[C:19]([C:28]([O:30]CC)=[O:29])=[CH:20][N:21]3C(C)(C)C)=[CH:16][C:15]=2[F:34])[CH2:10]1)=O)(C)(C)C.[ClH:35].C(OCC)C. (8) The reactants are: [F:1][C:2]([F:7])([F:6])[C:3]([OH:5])=[O:4].[F:8][C:9]1[CH:14]=[CH:13][C:12]([C:15]2[N:20]=[CH:19][C:18]([NH:21][CH2:22][C:23]([OH:25])=O)=[CH:17][CH:16]=2)=[CH:11][CH:10]=1.[NH:26]1[CH2:31][CH2:30][CH2:29][CH2:28][CH2:27]1. Given the product [F:1][C:2]([F:7])([F:6])[C:3]([OH:5])=[O:4].[F:8][C:9]1[CH:10]=[CH:11][C:12]([C:15]2[N:20]=[CH:19][C:18]([NH:21][CH2:22][C:23]([N:26]3[CH2:31][CH2:30][CH2:29][CH2:28][CH2:27]3)=[O:25])=[CH:17][CH:16]=2)=[CH:13][CH:14]=1, predict the reactants needed to synthesize it.